Dataset: Reaction yield outcomes from USPTO patents with 853,638 reactions. Task: Predict the reaction yield, written as a fraction of the theoretical maximum amount of product (1.0 means a 100% yield; for example, 0.34 means a 34% yield). (1) The reactants are [H-].[Na+].O1[CH2:7][CH2:6][CH2:5][CH2:4]1.[CH3:8][C:9]1[C:27]([CH3:28])=[CH:26][C:12]2[N:13]=[C:14]([S:16][CH2:17][C:18]3[CH:23]=[CH:22][CH:21]=[CH:20][C:19]=3[C:24]#[N:25])[NH:15][C:11]=2[CH:10]=1.Cl[C:30]1[CH:37]=CC(Cl)=[CH:34][C:31]=1[CH2:32]Cl. The catalyst is O. The product is [CH3:4][C:5]1[CH:37]=[CH:30][C:31]([CH3:34])=[CH:32][C:6]=1[CH2:7][N:15]1[C:11]2[CH:10]=[C:9]([CH3:8])[C:27]([CH3:28])=[CH:26][C:12]=2[N:13]=[C:14]1[S:16][CH2:17][C:18]1[CH:23]=[CH:22][CH:21]=[CH:20][C:19]=1[C:24]#[N:25]. The yield is 0.370. (2) The reactants are Br[C:2]1[CH:3]=[CH:4][C:5]([C@H:8]([C:22]2[N:23]=[N:24][N:25]([CH3:27])[CH:26]=2)[NH:9][C:10](=[O:21])[CH2:11][C:12]2[CH:17]=[CH:16][C:15]([CH:18]([CH3:20])[CH3:19])=[CH:14][CH:13]=2)=[N:6][CH:7]=1.[CH2:28](B(O)O)[CH2:29][CH3:30].C([O-])([O-])=O.[K+].[K+]. The catalyst is C1C=CC(P(C2C=CC=CC=2)[C-]2C=CC=C2)=CC=1.C1C=CC(P(C2C=CC=CC=2)[C-]2C=CC=C2)=CC=1.Cl[Pd]Cl.[Fe+2]. The product is [CH:18]([C:15]1[CH:16]=[CH:17][C:12]([CH2:11][C:10]([NH:9][C@@H:8]([C:22]2[N:23]=[N:24][N:25]([CH3:27])[CH:26]=2)[C:5]2[CH:4]=[CH:3][C:2]([CH2:28][CH2:29][CH3:30])=[CH:7][N:6]=2)=[O:21])=[CH:13][CH:14]=1)([CH3:20])[CH3:19]. The yield is 0.510. (3) The reactants are S([O-])([O-])=O.[Na+].[Na+].[I:7][C:8]1[N:9]=[C:10]([C@@H:14]2[CH2:18][CH2:17][CH2:16][N:15]2[C:19]([O:21][C:22]([CH3:25])([CH3:24])[CH3:23])=[O:20])[NH:11][C:12]=1I. The catalyst is C(O)C.O.C(OCC)(=O)C. The product is [I:7][C:8]1[NH:9][C:10]([C@@H:14]2[CH2:18][CH2:17][CH2:16][N:15]2[C:19]([O:21][C:22]([CH3:25])([CH3:24])[CH3:23])=[O:20])=[N:11][CH:12]=1. The yield is 0.731. (4) The reactants are [K+].[N:2]1([CH2:8][CH2:9][C:10]([O-:12])=O)[CH2:7][CH2:6][O:5][CH2:4][CH2:3]1.C(OC(=O)CCN1CCOCC1)C.FC(F)(F)C(O)=O.[C:33]1([C:39]2[CH:44]=[C:43]([CH:45]3[CH2:50][CH2:49][NH:48][CH2:47][CH2:46]3)[CH:42]=[CH:41][C:40]=2[NH:51][C:52]([C:54]2[NH:55][CH:56]=[C:57]([C:59]#[N:60])[N:58]=2)=[O:53])[CH2:38][CH2:37][CH2:36][CH2:35][CH:34]=1.CCN=C=NCCCN(C)C.C1C=CC2N(O)N=NC=2C=1.CCN(CCO)CC. The catalyst is O.CN(C=O)C. The product is [C:33]1([C:39]2[CH:44]=[C:43]([CH:45]3[CH2:46][CH2:47][N:48]([C:10](=[O:12])[CH2:9][CH2:8][N:2]4[CH2:3][CH2:4][O:5][CH2:6][CH2:7]4)[CH2:49][CH2:50]3)[CH:42]=[CH:41][C:40]=2[NH:51][C:52]([C:54]2[NH:55][CH:56]=[C:57]([C:59]#[N:60])[N:58]=2)=[O:53])[CH2:38][CH2:37][CH2:36][CH2:35][CH:34]=1. The yield is 0.0600. (5) The reactants are [CH3:1][Mg]Br.[Cl:4][C:5]1[CH:12]=[CH:11][C:8]([CH:9]=[O:10])=[CH:7][C:6]=1[F:13].[NH4+].[Cl-]. The catalyst is O1CCCC1. The product is [Cl:4][C:5]1[CH:12]=[CH:11][C:8]([CH:9]([OH:10])[CH3:1])=[CH:7][C:6]=1[F:13]. The yield is 1.00. (6) The reactants are [ClH:1].[F:2][C:3]1[CH:8]=[CH:7][C:6]([F:9])=[CH:5][C:4]=1[C:10]1[CH:19]=[CH:18][C:17]2[C:12](=[CH:13][CH:14]=[C:15]([O:20]C)[CH:16]=2)[C:11]=1[O:22][C:23]1[CH:37]=[CH:36][C:26]([O:27][CH2:28][CH2:29][N:30]2[CH2:35][CH2:34][CH2:33][CH2:32][CH2:31]2)=[CH:25][CH:24]=1.B(Br)(Br)Br. The catalyst is ClCCl. The product is [ClH:1].[F:2][C:3]1[CH:8]=[CH:7][C:6]([F:9])=[CH:5][C:4]=1[C:10]1[C:11]([O:22][C:23]2[CH:37]=[CH:36][C:26]([O:27][CH2:28][CH2:29][N:30]3[CH2:35][CH2:34][CH2:33][CH2:32][CH2:31]3)=[CH:25][CH:24]=2)=[C:12]2[C:17](=[CH:18][CH:19]=1)[CH:16]=[C:15]([OH:20])[CH:14]=[CH:13]2. The yield is 0.830. (7) The reactants are Br[C:2]1[N:7]=[CH:6][C:5]([CH:8]([NH:15][C:16](=[O:22])[O:17][C:18]([CH3:21])([CH3:20])[CH3:19])[C:9]2[CH:14]=[CH:13][CH:12]=[CH:11][CH:10]=2)=[CH:4][CH:3]=1.[P:23]([O-:30])([O:27][CH2:28][CH3:29])[O:24][CH2:25][CH3:26].CCN(CC)CC. The catalyst is C1COCC1.C1C=CC(P(C2C=CC=CC=2)[C-]2C=CC=C2)=CC=1.C1C=CC(P(C2C=CC=CC=2)[C-]2C=CC=C2)=CC=1.Cl[Pd]Cl.[Fe+2]. The product is [C:18]([O:17][C:16]([NH:15][CH:8]([C:9]1[CH:14]=[CH:13][CH:12]=[CH:11][CH:10]=1)[C:5]1[CH:4]=[CH:3][C:2]([P:23](=[O:30])([O:27][CH2:28][CH3:29])[O:24][CH2:25][CH3:26])=[N:7][CH:6]=1)=[O:22])([CH3:21])([CH3:20])[CH3:19]. The yield is 0.860. (8) The yield is 1.00. The product is [CH3:1][S:2][C:3]1[C:4]2[CH:11]=[C:10]([CH:12]=[N:15][CH3:14])[S:9][C:5]=2[N:6]=[CH:7][N:8]=1. The reactants are [CH3:1][S:2][C:3]1[C:4]2[CH:11]=[C:10]([CH:12]=O)[S:9][C:5]=2[N:6]=[CH:7][N:8]=1.[CH3:14][NH2:15].[O-]S([O-])(=O)=O.[Mg+2]. The catalyst is C(Cl)Cl. (9) The reactants are [NH2:1][C:2]1[CH:24]=[CH:23][C:5]2[N:6]([C:17]3[CH:22]=[CH:21][CH:20]=[CH:19][N:18]=3)[C:7](/[CH:9]=[CH:10]/[C:11]3[CH:16]=[CH:15][CH:14]=[CH:13][CH:12]=3)=[N:8][C:4]=2[CH:3]=1.[C:25](OC(=O)C)(=[O:27])C. The catalyst is C(O)=O. The product is [CH:25]([NH:1][C:2]1[CH:24]=[CH:23][C:5]2[N:6]([C:17]3[CH:22]=[CH:21][CH:20]=[CH:19][N:18]=3)[C:7](/[CH:9]=[CH:10]/[C:11]3[CH:16]=[CH:15][CH:14]=[CH:13][CH:12]=3)=[N:8][C:4]=2[CH:3]=1)=[O:27]. The yield is 0.150. (10) The reactants are [CH2:1]([N:5]1[C:13](=[O:14])[N:8]2[CH:9]=[CH:10][CH:11]=[CH:12][C:7]2=[N:6]1)[CH2:2][C:3]#[CH:4].Br[C:16]1[CH:21]=[CH:20][CH:19]=[CH:18][N:17]=1. No catalyst specified. The product is [N:17]1[CH:18]=[CH:19][CH:20]=[CH:21][C:16]=1[C:4]#[C:3][CH2:2][CH2:1][N:5]1[C:13](=[O:14])[N:8]2[CH:9]=[CH:10][CH:11]=[CH:12][C:7]2=[N:6]1. The yield is 0.230.